This data is from Full USPTO retrosynthesis dataset with 1.9M reactions from patents (1976-2016). The task is: Predict the reactants needed to synthesize the given product. (1) Given the product [C:1]([O:5][C:6](=[O:12])[CH2:7][CH2:8][C:9]([O:11][CH:26]([O:25][C:22](=[O:24])[CH3:23])[CH3:27])=[O:10])([CH3:4])([CH3:2])[CH3:3], predict the reactants needed to synthesize it. The reactants are: [C:1]([O:5][C:6](=[O:12])[CH2:7][CH2:8][C:9]([OH:11])=[O:10])([CH3:4])([CH3:3])[CH3:2].C(N(C(C)C)CC)(C)C.[C:22]([O:25][CH:26](Br)[CH3:27])(=[O:24])[CH3:23]. (2) Given the product [CH:1]1([N:7]2[CH2:11][C@@H:10]([CH2:12][CH:13]([CH3:14])[CH3:25])[N:9]([CH:18]3[CH2:23][CH2:22][NH:21][CH2:20][CH2:19]3)[C:8]2=[O:24])[CH2:2][CH2:4][CH2:5][CH2:6]1, predict the reactants needed to synthesize it. The reactants are: [CH:1]1([N:7]2[CH2:11][C@@H:10]([C:12]3C=CC=[CH:14][CH:13]=3)[N:9]([CH:18]3[CH2:23][CH2:22][NH:21][CH2:20][CH2:19]3)[C:8]2=[O:24])[CH2:6][CH2:5][CH2:4]C[CH2:2]1.[C:25](OC(=O)N[C@@H](CN)CC(C)C)(C)(C)C.C(OC(=O)N[C@H](C1C=CC=CC=1)CN)(C)(C)C.C1(=O)CCCC1.C1(=O)CCCCC1. (3) Given the product [NH2:3][C:6]1[C:15]2[CH2:14][CH2:13][CH2:12][CH2:11][C:10]=2[CH:9]=[CH:8][C:7]=1[NH:16][C:17]1[CH:18]=[C:19]([CH:22]=[CH:23][CH:24]=1)[C:20]#[N:21], predict the reactants needed to synthesize it. The reactants are: CO.[N+:3]([C:6]1[C:15]2[CH2:14][CH2:13][CH2:12][CH2:11][C:10]=2[CH:9]=[CH:8][C:7]=1[NH:16][C:17]1[CH:18]=[C:19]([CH:22]=[CH:23][CH:24]=1)[C:20]#[N:21])([O-])=O. (4) Given the product [CH3:19][O:18][C:15]1[CH:16]=[CH:17][C:12]([NH:11][C:4]2[C:5]3[N:6]([CH:8]=[CH:9][N:10]=3)[N:7]=[C:2]([N:22]3[CH2:27][CH2:26][CH2:25][CH:24]([C:28]([OH:30])=[O:29])[CH2:23]3)[CH:3]=2)=[N:13][C:14]=1[O:20][CH3:21], predict the reactants needed to synthesize it. The reactants are: Cl[C:2]1[CH:3]=[C:4]([NH:11][C:12]2[CH:17]=[CH:16][C:15]([O:18][CH3:19])=[C:14]([O:20][CH3:21])[N:13]=2)[C:5]2[N:6]([CH:8]=[CH:9][N:10]=2)[N:7]=1.[NH:22]1[CH2:27][CH2:26][CH2:25][CH:24]([C:28]([O:30]C)=[O:29])[CH2:23]1. (5) Given the product [Cl:3][C:4]1[CH:9]=[CH:8][C:7]([O:10][CH2:12][O:13][CH3:14])=[CH:6][N:5]=1, predict the reactants needed to synthesize it. The reactants are: [H-].[Na+].[Cl:3][C:4]1[CH:9]=[CH:8][C:7]([OH:10])=[CH:6][N:5]=1.Cl[CH2:12][O:13][CH3:14]. (6) Given the product [CH2:1]([O:3][C:4]([C:6]1[NH:7][C:8]2[C:13]([CH:14]=1)=[CH:12][C:11]([C:16](=[O:21])[CH2:17][CH:18]([CH3:20])[CH3:19])=[CH:10][CH:9]=2)=[O:5])[CH3:2], predict the reactants needed to synthesize it. The reactants are: [CH2:1]([O:3][C:4]([C:6]1[NH:7][C:8]2[C:13]([C:14]=1Br)=[CH:12][C:11]([C:16](=[O:21])[CH2:17][CH:18]([CH3:20])[CH3:19])=[CH:10][CH:9]=2)=[O:5])[CH3:2].C([O-])=O.[NH4+].CN(C=O)C. (7) Given the product [Cl:1][C:2]1[CH:27]=[C:26]([C:28]([OH:31])([CH3:29])[CH3:30])[CH:25]=[CH:24][C:3]=1[CH2:4][N:5]1[C:13]2[C:8](=[CH:9][C:10]([CH:14]=[C:15]3[S:19][C:18]([N:37]4[CH2:36][C@H:35]([CH3:39])[NH:34][C@H:33]([CH3:32])[CH2:38]4)=[N:17][C:16]3=[O:23])=[CH:11][CH:12]=2)[CH:7]=[N:6]1, predict the reactants needed to synthesize it. The reactants are: [Cl:1][C:2]1[CH:27]=[C:26]([C:28]([OH:31])([CH3:30])[CH3:29])[CH:25]=[CH:24][C:3]=1[CH2:4][N:5]1[C:13]2[C:8](=[CH:9][C:10]([CH:14]=[C:15]3[S:19][C:18](SCC)=[N:17][C:16]3=[O:23])=[CH:11][CH:12]=2)[CH:7]=[N:6]1.[CH3:32][C@H:33]1[CH2:38][NH:37][CH2:36][C@@H:35]([CH3:39])[NH:34]1. (8) Given the product [CH2:23]([S:27]([CH2:28][CH2:29][CH2:30][CH3:31])=[N:14][C:12]([C:11]1[C:5]2[N:4]=[C:3]([C:2]([F:1])([F:15])[F:16])[NH:7][C:6]=2[CH:8]=[CH:9][CH:10]=1)=[O:13])[CH2:24][CH2:25][CH3:26], predict the reactants needed to synthesize it. The reactants are: [F:1][C:2]([F:16])([F:15])[C:3]1[NH:7][C:6]2[CH:8]=[CH:9][CH:10]=[C:11]([C:12]([NH2:14])=[O:13])[C:5]=2[N:4]=1.ClOC(C)(C)C.[CH2:23]([S:27][CH2:28][CH2:29][CH2:30][CH3:31])[CH2:24][CH2:25][CH3:26].C(N(CC)CC)C. (9) Given the product [Cl:13][C:10]1[CH:9]=[CH:8][C:7]([C:5]2[N:6]=[C:2]([NH:1][C:27](=[O:28])[CH2:26][CH2:25][C:21]3[CH:22]=[N:23][O:24][C:20]=3[C:14]3[CH:15]=[CH:16][CH:17]=[CH:18][CH:19]=3)[S:3][CH:4]=2)=[CH:12][CH:11]=1, predict the reactants needed to synthesize it. The reactants are: [NH2:1][C:2]1[S:3][CH:4]=[C:5]([C:7]2[CH:12]=[CH:11][C:10]([Cl:13])=[CH:9][CH:8]=2)[N:6]=1.[C:14]1([C:20]2[O:24][N:23]=[CH:22][C:21]=2[CH2:25][CH2:26][C:27](O)=[O:28])[CH:19]=[CH:18][CH:17]=[CH:16][CH:15]=1.O.ON1C2C=CC=CC=2N=N1.Cl.C(N=C=NCCCN(C)C)C.